From a dataset of Experimentally validated miRNA-target interactions with 360,000+ pairs, plus equal number of negative samples. Binary Classification. Given a miRNA mature sequence and a target amino acid sequence, predict their likelihood of interaction. (1) The miRNA is cel-miR-64-5p with sequence UAUGACACUGAAGCGUUACCGAA. The protein sequence of the target gene is MASLSLAPVNIFKAGADEERAETARLTSFIGAIAIGDLVKSTLGPKGMDKILLSSGRDASLMVTNDGATILKNIGVDNPAAKVLVDMSRVQDDEVGDGTTSVTVLAAELLREAESLIAKKIHPQTIIAGWREATKAAREALLSSAVDHGSDEVKFRQDLMNIAGTTLSSKLLTHHKDHFTKLAVEAVLRLKGSGNLEAIHIIKKLGGSLADSYLDEGFLLDKKIGVNQPKRIENAKILIANTGMDTDKIKIFGSRVRVDSTAKVAEIEHAEKEKMKEKVERILKHGINCFINRQLIYNYP.... Result: 0 (no interaction). (2) The miRNA is mmu-miR-16-5p with sequence UAGCAGCACGUAAAUAUUGGCG. The protein sequence of the target gene is MPLPQGDVTALFLGPPGSGKSALIAALCGKNVDTVEIPDGRQDSGVPSLRAAAPGLFLGELSCPPAAPGPWAAEANLLVLVLPGSEGSEEPLTPALGEAARAALARGTPLLAVRNLRPGDSQNAAKARDETAALLNSAGLGAAPLFVPPADCSSSDRCEELERLQVVLRTQAEALQRLLPPAQDGFEVLGAAELEAVREAFETGGLEAALSWVRAGLERLGSARLDLAVAGTTNVGLVLDMLLGLDPGDPGAAPASAPTGPTPYPAPERPNVVLWTVPLGPTATSPAVTPHPTHYDALIL.... Result: 1 (interaction). (3) The miRNA is rno-miR-27a-3p with sequence UUCACAGUGGCUAAGUUCCGC. The protein sequence of the target gene is MAIHKALVMCLGLPLFLFPGAWAQGHVPPGCSQGLNPLYYNLCDRSGAWGIVLEAVAGAGIVTTFVLTIILVASLPFVQDTKKRSLLGTQVFFLLGTLGLFCLVFACVVKPDFSTCASRRFLFGVLFAICFSCLAAHVFALNFLARKNHGPRGWVIFTVALLLTLVEVIINTEWLIITLVRGSGEGGPQGNSSAGWAVASPCAIANMDFVMALIYVMLLLLGAFLGAWPALCGRYKRWRKHGVFVLLTTATSVAIWVVWIVMYTYGNKQHNSPTWDDPTLAIALAANAWAFVLFYVIPEV.... Result: 0 (no interaction). (4) The miRNA is rno-miR-293-5p with sequence ACUCAAACUGUGUGACACUUU. The protein sequence of the target gene is MVLVHVGYLVLPVFGSVRNRGAPFQRSQHPHATSCRHFHLGPPQPQQLAPDFPLAHPVQSQPGLSAHMAPAHQHSGALHQSLTPLPTLQFQDVTGPSFLPQALHQQYLLQQQLLEAQHRRLVSHPRRSQERVSVHPHRLHPSFDFGQLQTPQPRYLAEGTDWDLSVDAGLSPAQFQVRPIPQHYQHYLATPRMHHFPRNSSSTQMVVHEIRNYPYPQLHFLALQGLNPSRHTSAVRESYEELLQLEDRLGNVTRGAVQNTIERFTFPHKYKKRRPQDGKGKKDEGEESDTDEKCTICLSM.... Result: 0 (no interaction). (5) The protein sequence of the target gene is MRSLGANMAAALRAAGVLLRDPLASSSWRVCQPWRWKSGAAAAAVTTETAQHAQGAKPQVQPQKRKPKTGILMLNMGGPETLGDVHDFLLRLFLDRDLMTLPIQNKLAPFIAKRRTPKIQEQYRRIGGGSPIKIWTSKQGEGMVKLLDELSPNTAPHKYYIGFRYVHPLTEEAIEEMERDGLERAIAFTQYPQYSCSTTGSSLNAIYRYYNQVGRKPTMKWSTIDRWPTHHLLIQCFADHILKELDHFPLEKRSEVVILFSAHSLPMSVVNRGDPYPQEVSATVQKVMERLEYCNPYRLV.... The miRNA is hsa-miR-4489 with sequence UGGGGCUAGUGAUGCAGGACG. Result: 0 (no interaction). (6) The miRNA is mmu-miR-214-3p with sequence ACAGCAGGCACAGACAGGCAGU. The protein sequence of the target gene is MFQIPVQNLDNIRKVRKRVKGILVDIGLDSCKELMKDLKSFDPGEKYFYNTSWGDVSPWEPSGKKARYRTKPYCCSLCRYSTKVLTSLKNHLHRYHEDEADQELMIPCPNCPFSSQPRVVGKHFRMFHAPARKVQSYTVNILGETKTSRSDVISFTCLKCNFSNTLYYSMKKHVLVAHFNYLINSYFGLRTEETGEQPKASDPVSVDKILPFDKYYCKKCSAIASSQDALMYHILTSDAHRDLENKLRSVISEHIKRTGFLKQMHIAPKPVTHLALPPNSSAPSIAAPPPCFQLALPQNS.... Result: 0 (no interaction). (7) Result: 0 (no interaction). The miRNA is hsa-miR-3119 with sequence UGGCUUUUAACUUUGAUGGC. The protein sequence of the target gene is MNRLRVARLTPLELLLSLMSLLLGTRPHGSPGPLQCYSVGPLGILNCSWEPLGDLETPPVLYHQSQKYHPNRVWEVKVPSKQSWVTIPREQFTMADKLLIWGTQKGRPLWSSVSVNLETQMKPDTPQIFSQVDISEEATLEATVQWAPPVWPPQKVLICQFRYKECQAETWTRLEPQLKTDGLTPVEMQNLEPGTCYQVSGRCQVENGYPWGEWSSPLSFQTPFLDPEDVWVSGTVCETSGKRAALLVWKDPRPCVQVTYTVWFGAGDITTTQEEVPCCKSPVPAWMEWAVVSPGNSTSW.... (8) The miRNA is mmu-miR-1195 with sequence UGAGUUCGAGGCCAGCCUGCUCA. The protein sequence of the target gene is MPTNCAAAGCAATYNKHINISFHRFPLDPKRRKEWVRLVRRKNFVPGKHTFLCSKHFEASCFDLTGQTRRLKMDAVPTIFDFCTHIKSLKLKSRNLLKTNNSFPPTGPCNLKLNGSQQVLLEHSYAFRNPMEAKKRIIKLEKEIASLRKKMKTCLQRERRATRRWIKATCFVKSLEASNMLPKGISEQILPTALSNLPLEDLKSLEQDQQDKTVPIL. Result: 1 (interaction).